From a dataset of Catalyst prediction with 721,799 reactions and 888 catalyst types from USPTO. Predict which catalyst facilitates the given reaction. (1) Reactant: [Cl:1][C:2]1[C:3]([Cl:11])=[N:4][CH:5]=[C:6]([CH:10]=1)[C:7](O)=[O:8].Cl. Product: [Cl:1][C:2]1[CH:10]=[C:6]([CH2:7][OH:8])[CH:5]=[N:4][C:3]=1[Cl:11]. The catalyst class is: 1. (2) Product: [F:30][C:29]1[CH:28]=[CH:27][C:26]([CH2:31][N:32]2[CH2:52][CH2:51][C:35]3([O:40][CH2:39][CH2:38][N:37]([C:41]([C:43]4[N:44]=[C:45]([CH:48]([CH3:49])[CH3:50])[S:46][CH:47]=4)=[O:42])[CH2:36]3)[CH2:34][CH2:33]2)=[CH:25][C:24]=1[CH2:23][CH2:22][NH:21][CH2:20][C@@H:19]([C:9]1[C:10]2[S:14][C:13](=[O:15])[NH:12][C:11]=2[C:6]([OH:5])=[CH:7][CH:8]=1)[OH:53].[CH3:36][CH:35]1[CH2:51][CH2:52][CH2:39][O:40]1. Reactant: C([O:5][C:6]1[C:11]2[N:12]=[C:13]([O:15]C(C)C)[S:14][C:10]=2[C:9]([C@@H:19]([OH:53])[CH2:20][NH:21][CH2:22][CH2:23][C:24]2[CH:25]=[C:26]([CH2:31][N:32]3[CH2:52][CH2:51][C:35]4([O:40][CH2:39][CH2:38][N:37]([C:41]([C:43]5[N:44]=[C:45]([CH:48]([CH3:50])[CH3:49])[S:46][CH:47]=5)=[O:42])[CH2:36]4)[CH2:34][CH2:33]3)[CH:27]=[CH:28][C:29]=2[F:30])=[CH:8][CH:7]=1)(C)(C)C.Cl.[OH-].[Na+]. The catalyst class is: 504. (3) Reactant: [CH2:1]([O:3][C:4](=[O:29])[CH2:5][CH2:6][CH2:7][CH2:8][CH2:9][O:10][CH2:11][CH2:12][O:13][CH2:14][CH2:15][O:16][CH2:17][CH2:18][O:19][CH2:20][CH2:21][O:22][CH2:23][CH2:24][O:25][CH2:26][CH2:27]O)[CH3:2].C(N(CC)CC)C.[CH3:37][S:38](Cl)(=[O:40])=[O:39]. Product: [CH2:1]([O:3][C:4](=[O:29])[CH2:5][CH2:6][CH2:7][CH2:8][CH2:9][O:10][CH2:11][CH2:12][O:13][CH2:14][CH2:15][O:16][CH2:17][CH2:18][O:19][CH2:20][CH2:21][O:22][CH2:23][CH2:24][O:25][CH2:26][CH2:27][S:38]([CH3:37])(=[O:40])=[O:39])[CH3:2]. The catalyst class is: 4. (4) Reactant: [Cl-].O[NH3+:3].[C:4](=[O:7])([O-])[OH:5].[Na+].CS(C)=O.[C:13]([C:15]1[CH:20]=[CH:19][CH:18]=[CH:17][C:16]=1[C:21]1[CH:26]=[CH:25][C:24]([CH2:27][C:28]2[C:29](=[O:49])[N:30]([C@H:40]3[CH2:45][CH2:44][C@H:43]([C:46]([NH2:48])=[O:47])[CH2:42][CH2:41]3)[C:31]3[N:32]([N:37]=[CH:38][N:39]=3)[C:33]=2[CH2:34][CH2:35][CH3:36])=[CH:23][CH:22]=1)#[N:14]. Product: [O:49]=[C:29]1[C:28]([CH2:27][C:24]2[CH:25]=[CH:26][C:21]([C:16]3[CH:17]=[CH:18][CH:19]=[CH:20][C:15]=3[C:13]3[NH:3][C:4](=[O:7])[O:5][N:14]=3)=[CH:22][CH:23]=2)=[C:33]([CH2:34][CH2:35][CH3:36])[N:32]2[N:37]=[CH:38][N:39]=[C:31]2[N:30]1[C@H:40]1[CH2:45][CH2:44][C@H:43]([C:46]([NH2:48])=[O:47])[CH2:42][CH2:41]1. The catalyst class is: 13. (5) Reactant: [C:1]1([S:7]([N:10]2[C:18]3[CH:17]=[C:16]([Sn](C)(C)C)[CH:15]=[C:14]([NH2:23])[C:13]=3[CH:12]=[N:11]2)(=[O:9])=[O:8])[CH:6]=[CH:5][CH:4]=[CH:3][CH:2]=1.CN(C=O)C.Br[C:30]1[CH:31]=[C:32]([NH:37][S:38]([CH3:41])(=[O:40])=[O:39])[C:33]([Cl:36])=[N:34][CH:35]=1. Product: [NH2:23][C:14]1[CH:15]=[C:16]([C:30]2[CH:31]=[C:32]([NH:37][S:38]([CH3:41])(=[O:40])=[O:39])[C:33]([Cl:36])=[N:34][CH:35]=2)[CH:17]=[C:18]2[C:13]=1[CH:12]=[N:11][N:10]2[S:7]([C:1]1[CH:6]=[CH:5][CH:4]=[CH:3][CH:2]=1)(=[O:9])=[O:8]. The catalyst class is: 532. (6) Reactant: [NH2:1][CH2:2][C@H:3]1[CH2:7][C@@H:6]([NH:8][S:9]([C:12]2[CH:17]=[C:16]([Br:18])[CH:15]=[CH:14][C:13]=2[Br:19])(=[O:11])=[O:10])[CH2:5][N:4]1[C:20](OC(C)(C)C)=O.[F:27][C:28]1[CH:29]=[C:30]([CH:34]=[CH:35][CH:36]=1)[C:31](Cl)=[O:32].Cl.CC[N:40](C(C)C)C(C)C.N#CBr.C(O)C(N)(CO)CO. Product: [C:20]([N:4]1[CH2:5][C@H:6]([NH:8][S:9]([C:12]2[CH:17]=[C:16]([Br:18])[CH:15]=[CH:14][C:13]=2[Br:19])(=[O:10])=[O:11])[CH2:7][C@@H:3]1[CH2:2][NH:1][C:31](=[O:32])[C:30]1[CH:34]=[CH:35][CH:36]=[C:28]([F:27])[CH:29]=1)#[N:40]. The catalyst class is: 135. (7) Reactant: [CH3:1][O:2][C:3](=[O:28])[C:4]1[CH:9]=[CH:8][C:7]([C:10]([C:17]2[NH:26][C:20]3=[N:21][CH:22]=[C:23]([CH3:25])[CH:24]=[C:19]3[CH:18]=2)=[CH:11][CH:12]2[CH2:16][CH2:15][CH2:14][CH2:13]2)=[CH:6][C:5]=1[F:27]. Product: [CH3:1][O:2][C:3](=[O:28])[C:4]1[CH:9]=[CH:8][C:7]([CH:10]([C:17]2[NH:26][C:20]3=[N:21][CH:22]=[C:23]([CH3:25])[CH:24]=[C:19]3[CH:18]=2)[CH2:11][CH:12]2[CH2:13][CH2:14][CH2:15][CH2:16]2)=[CH:6][C:5]=1[F:27]. The catalyst class is: 43.